From a dataset of Catalyst prediction with 721,799 reactions and 888 catalyst types from USPTO. Predict which catalyst facilitates the given reaction. Reactant: C(N(CC)CC)C.[NH2:8][C:9]1[N:17]=[C:16]([CH3:18])[CH:15]=[CH:14][C:10]=1[C:11]([OH:13])=O.[OH-].[F:20][C:21]1[CH:26]=[CH:25][CH:24]=[CH:23][C:22]=1[O:27][C:28]1[CH:29]=[C:30]([CH:33]=[CH:34][CH:35]=1)[CH2:31][NH2:32].CN([P+](ON1N=NC2C=CC=CC1=2)(N(C)C)N(C)C)C.F[P-](F)(F)(F)(F)F. Product: [F:20][C:21]1[CH:26]=[CH:25][CH:24]=[CH:23][C:22]=1[O:27][C:28]1[CH:29]=[C:30]([CH2:31][NH:32][C:11](=[O:13])[C:10]2[CH:14]=[CH:15][C:16]([CH3:18])=[N:17][C:9]=2[NH2:8])[CH:33]=[CH:34][CH:35]=1. The catalyst class is: 136.